From a dataset of Forward reaction prediction with 1.9M reactions from USPTO patents (1976-2016). Predict the product of the given reaction. (1) Given the reactants S(=O)(=O)=O.[Cl:5][C:6]1[CH:11]=[CH:10][CH:9]=[C:8]([F:12])[C:7]=1[CH2:13][CH2:14][CH2:15][OH:16].C(N(CC)CC)C.[Cl-].[Na+], predict the reaction product. The product is: [Cl:5][C:6]1[CH:11]=[CH:10][CH:9]=[C:8]([F:12])[C:7]=1[CH2:13][CH2:14][CH:15]=[O:16]. (2) The product is: [NH:27]1[C:23]([CH2:22][CH2:21][NH:20][C:17]([C:5]2[CH:4]=[C:3]([O:2][CH3:1])[C:8]3[NH:9][C:10]([C:12]4[S:13][CH:14]=[CH:15][CH:16]=4)=[N:11][C:7]=3[CH:6]=2)=[O:19])=[CH:24][N:25]=[CH:26]1. Given the reactants [CH3:1][O:2][C:3]1[C:8]2[NH:9][C:10]([C:12]3[S:13][CH:14]=[CH:15][CH:16]=3)=[N:11][C:7]=2[CH:6]=[C:5]([C:17]([OH:19])=O)[CH:4]=1.[NH2:20][CH2:21][CH2:22][C:23]1[N:27]=[CH:26][NH:25][CH:24]=1, predict the reaction product. (3) Given the reactants C([O:5][C:6](=[O:39])[CH2:7][N:8]1[C:12]2[CH:13]=[CH:14][C:15]([N:17]([S:26]([C:29]3[CH:34]=[CH:33][C:32]([F:35])=[CH:31][CH:30]=3)(=[O:28])=[O:27])[CH2:18][C:19]3[CH:24]=[CH:23][CH:22]=[C:21]([F:25])[CH:20]=3)=[CH:16][C:11]=2[N:10]=[C:9]1[CH2:36][CH2:37][CH3:38])(C)(C)C.C(O)(C(F)(F)F)=O, predict the reaction product. The product is: [F:35][C:32]1[CH:33]=[CH:34][C:29]([S:26]([N:17]([CH2:18][C:19]2[CH:24]=[CH:23][CH:22]=[C:21]([F:25])[CH:20]=2)[C:15]2[CH:14]=[CH:13][C:12]3[N:8]([CH2:7][C:6]([OH:39])=[O:5])[C:9]([CH2:36][CH2:37][CH3:38])=[N:10][C:11]=3[CH:16]=2)(=[O:27])=[O:28])=[CH:30][CH:31]=1. (4) Given the reactants [CH2:1]([O:3][C:4]([C:6]1[CH:7]=[N:8][C:9]([Cl:13])=[CH:10][C:11]=1Cl)=[O:5])[CH3:2].[CH:14]1([CH2:17][NH2:18])[CH2:16][CH2:15]1, predict the reaction product. The product is: [CH2:1]([O:3][C:4]([C:6]1[CH:7]=[N:8][C:9]([Cl:13])=[CH:10][C:11]=1[NH:18][CH2:17][CH:14]1[CH2:16][CH2:15]1)=[O:5])[CH3:2]. (5) Given the reactants [F:1][C:2]1[CH:12]=[CH:11][C:5]2[NH:6][C:7](=[O:10])[CH2:8][O:9][C:4]=2[CH:3]=1.[N+:13]([O-])([OH:15])=[O:14], predict the reaction product. The product is: [F:1][C:2]1[C:12]([N+:13]([O-:15])=[O:14])=[CH:11][C:5]2[NH:6][C:7](=[O:10])[CH2:8][O:9][C:4]=2[CH:3]=1. (6) The product is: [N:3]1[CH:2]=[CH:7][CH:6]=[C:10]([CH:11]=[C:2]2[CH2:7][CH:6]3[CH2:8][CH2:9][N:3]2[CH2:4][CH2:5]3)[CH:4]=1. Given the reactants Cl[CH:2]1[CH2:7][CH:6]2[CH2:8][CH2:9][N:3]1[CH2:4][CH2:5]2.[CH2:10](O)[CH3:11], predict the reaction product. (7) Given the reactants [Cl:1][C:2]1[N:7]=[C:6](Cl)[C:5]([Cl:9])=[CH:4][N:3]=1.[F:10][C:11]1[CH:17]=[CH:16][CH:15]=[C:14]([O:18][CH3:19])[C:12]=1[NH2:13], predict the reaction product. The product is: [Cl:1][C:2]1[N:7]=[C:6]([NH:13][C:12]2[C:14]([O:18][CH3:19])=[CH:15][CH:16]=[CH:17][C:11]=2[F:10])[C:5]([Cl:9])=[CH:4][N:3]=1.